This data is from Full USPTO retrosynthesis dataset with 1.9M reactions from patents (1976-2016). The task is: Predict the reactants needed to synthesize the given product. Given the product [CH3:26][C:27]1[C:35]2[C:30](=[CH:31][CH:32]=[CH:33][CH:34]=2)[N:29]([CH2:36][CH2:37][C:38]([NH:40][N:41]=[CH:11][C:7]2[CH:6]=[C:5]3[C:10](=[CH:9][CH:8]=2)[N:1]=[CH:2][CH:3]=[N:4]3)=[O:39])[CH:28]=1, predict the reactants needed to synthesize it. The reactants are: [N:1]1[C:10]2[C:5](=[CH:6][C:7]([CH:11]=O)=[CH:8][CH:9]=2)[N:4]=[CH:3][CH:2]=1.N1C2C(=CC(C(O)=O)=CC=2)N=CC=1.[CH3:26][C:27]1[C:35]2[C:30](=[CH:31][CH:32]=[CH:33][CH:34]=2)[N:29]([CH2:36][CH2:37][C:38]([NH:40][NH2:41])=[O:39])[CH:28]=1.